From a dataset of Full USPTO retrosynthesis dataset with 1.9M reactions from patents (1976-2016). Predict the reactants needed to synthesize the given product. Given the product [Cl:33][C:20]1[CH:21]=[CH:22][C:23]([C:25]([N:27]2[CH2:30][C:29]([F:32])([F:31])[CH2:28]2)=[O:26])=[CH:24][C:19]=1[N:17]([CH3:18])[C:15]([C:13]1[S:12][C:11]2[C:5]3[CH:4]=[CH:3][C:2]([C:57]([NH:78][CH3:77])=[O:56])=[CH:34][C:6]=3[O:7][CH2:8][CH2:9][C:10]=2[CH:14]=1)=[O:16], predict the reactants needed to synthesize it. The reactants are: Br[C:2]1[CH:3]=[CH:4][C:5]2[C:11]3[S:12][C:13]([C:15]([N:17]([C:19]4[CH:24]=[C:23]([C:25]([N:27]5[CH2:30][C:29]([F:32])([F:31])[CH2:28]5)=[O:26])[CH:22]=[CH:21][C:20]=4[Cl:33])[CH3:18])=[O:16])=[CH:14][C:10]=3[CH2:9][CH2:8][O:7][C:6]=2[CH:34]=1.CC1(C)C2[C:57](=C(P(C3C=CC=CC=3)C3C=CC=CC=3)C=CC=2)[O:56]C2C(P(C3C=CC=CC=3)C3C=CC=CC=3)=CC=CC1=2.[CH3:77][NH2:78].Cl.C([O-])([O-])=O.[Na+].[Na+].